Dataset: Reaction yield outcomes from USPTO patents with 853,638 reactions. Task: Predict the reaction yield, written as a fraction of the theoretical maximum amount of product (1.0 means a 100% yield; for example, 0.34 means a 34% yield). (1) The reactants are [NH2:1][C:2]1[C:7]([C:8]2[O:12][N:11]=[C:10]([CH2:13][C:14]3[CH:19]=[CH:18][C:17]([OH:20])=[CH:16][CH:15]=3)[CH:9]=2)=[CH:6][C:5]([F:21])=[CH:4][N:3]=1.O1CCCC1.[OH-].[Na+].Cl[CH2:30][C:31]1[CH:36]=[CH:35][C:34]([F:37])=[CH:33][N:32]=1. The catalyst is CN(C)C=O. The product is [F:21][C:5]1[CH:6]=[C:7]([C:8]2[O:12][N:11]=[C:10]([CH2:13][C:14]3[CH:19]=[CH:18][C:17]([O:20][CH2:30][C:31]4[CH:36]=[CH:35][C:34]([F:37])=[CH:33][N:32]=4)=[CH:16][CH:15]=3)[CH:9]=2)[C:2]([NH2:1])=[N:3][CH:4]=1. The yield is 0.890. (2) The reactants are CC1C=CC(S([CH2:11][N+:12]#[C-:13])(=O)=O)=CC=1.[CH2:14]([O:16][C:17](=[O:27])[CH:18]=[CH:19][C:20]1[CH:25]=[CH:24][C:23]([CH3:26])=[CH:22][CH:21]=1)[CH3:15].CCOCC.CS(C)=O.[H-].[Na+]. The catalyst is CCOCC.O. The product is [CH2:14]([O:16][C:17]([C:18]1[C:19]([C:20]2[CH:21]=[CH:22][C:23]([CH3:26])=[CH:24][CH:25]=2)=[CH:13][NH:12][CH:11]=1)=[O:27])[CH3:15]. The yield is 0.740. (3) The reactants are [Cl:1][C:2]1[CH:3]=[C:4]([NH:16][C:17]2[C:26]3[C:25]([OH:27])=[CH:24][CH:23]=[CH:22][C:21]=3[N:20]=[CH:19][N:18]=2)[CH:5]=[CH:6][C:7]=1[O:8][CH2:9][C:10]1[CH:15]=[CH:14][CH:13]=[CH:12][N:11]=1.O[C@H:29]1[CH2:34][CH2:33][O:32][C:30]1=[O:31].[NH:35]1[CH2:39][CH2:38][CH2:37][CH2:36]1. No catalyst specified. The product is [Cl:1][C:2]1[CH:3]=[C:4]([NH:16][C:17]2[C:26]3[C:21](=[CH:22][CH:23]=[CH:24][C:25]=3[O:27][C@@H:29]([C:30](=[O:31])[N:35]3[CH2:39][CH2:38][CH2:37][CH2:36]3)[CH2:34][CH2:33][OH:32])[N:20]=[CH:19][N:18]=2)[CH:5]=[CH:6][C:7]=1[O:8][CH2:9][C:10]1[CH:15]=[CH:14][CH:13]=[CH:12][N:11]=1. The yield is 0.660. (4) The reactants are Cl[C:2]1[C:11]2[C:6](=[CH:7][CH:8]=[CH:9][CH:10]=2)[N:5]=[C:4]([C:12]([C:14]2[CH:19]=[CH:18][C:17]([F:20])=[CH:16][CH:15]=2)=[O:13])[N:3]=1.CCN(C(C)C)C(C)C.[CH3:30][C:31]1[NH:35][N:34]=[C:33]([NH2:36])[CH:32]=1.O. The catalyst is CN(C=O)C. The product is [F:20][C:17]1[CH:18]=[CH:19][C:14]([C:12]([C:4]2[N:3]=[C:2]([NH:36][C:33]3[CH:32]=[C:31]([CH3:30])[NH:35][N:34]=3)[C:11]3[C:6](=[CH:7][CH:8]=[CH:9][CH:10]=3)[N:5]=2)=[O:13])=[CH:15][CH:16]=1. The yield is 0.290. (5) The reactants are [Br:1][C:2]1[CH:10]=[C:9]2[C:5]([C:6]([C:11]([O:13][CH3:14])=[O:12])=[CH:7][NH:8]2)=[CH:4][C:3]=1[F:15].Br[CH:17]1[CH2:21][CH2:20][CH2:19][CH2:18]1.C([O-])([O-])=O.[Cs+].[Cs+]. The catalyst is CN(C=O)C. The product is [Br:1][C:2]1[CH:10]=[C:9]2[C:5]([C:6]([C:11]([O:13][CH3:14])=[O:12])=[CH:7][N:8]2[CH:17]2[CH2:21][CH2:20][CH2:19][CH2:18]2)=[CH:4][C:3]=1[F:15]. The yield is 0.910. (6) The reactants are [NH2:1][C:2]1[C:9]([C:10]#[C:11][Si](C)(C)C)=[CH:8][C:5]([C:6]#[N:7])=[C:4]([Cl:16])[CH:3]=1.[F-].C([N+](CCCC)(CCCC)CCCC)CCC. The catalyst is C1COCC1. The product is [NH2:1][C:2]1[C:9]([C:10]#[CH:11])=[CH:8][C:5]([C:6]#[N:7])=[C:4]([Cl:16])[CH:3]=1. The yield is 0.480. (7) The reactants are [F:1][C:2]1[CH:3]=[C:4]2[C:8](=[CH:9][CH:10]=1)[CH2:7][C:6]([CH3:11])=[C:5]2[CH2:12][C:13](OC)=[O:14]. The catalyst is C1COCC1. The product is [F:1][C:2]1[CH:3]=[C:4]2[C:8](=[CH:9][CH:10]=1)[CH2:7][C:6]([CH3:11])=[C:5]2[CH2:12][CH2:13][OH:14]. The yield is 0.630.